Dataset: Reaction yield outcomes from USPTO patents with 853,638 reactions. Task: Predict the reaction yield, written as a fraction of the theoretical maximum amount of product (1.0 means a 100% yield; for example, 0.34 means a 34% yield). The reactants are [C:1]1([C@@H:7]2[CH2:9][C@H:8]2[NH:10][CH2:11][CH:12]2[CH2:17][CH2:16][N:15](C(OC(C)(C)C)=O)[CH2:14][CH2:13]2)[CH:6]=[CH:5][CH:4]=[CH:3][CH:2]=1.Cl. The catalyst is O1CCOCC1. The product is [C:1]1([C@@H:7]2[CH2:9][C@H:8]2[NH:10][CH2:11][CH:12]2[CH2:17][CH2:16][NH:15][CH2:14][CH2:13]2)[CH:2]=[CH:3][CH:4]=[CH:5][CH:6]=1. The yield is 0.588.